Dataset: Forward reaction prediction with 1.9M reactions from USPTO patents (1976-2016). Task: Predict the product of the given reaction. (1) The product is: [O:4]=[C:5]1[CH2:22][NH:23][C:2](=[O:3])[C:1]2[CH:11]=[CH:10][CH:9]=[CH:8][C:7]=2[NH:6]1. Given the reactants [C:1]12[C:7](=[CH:8][CH:9]=[CH:10][CH:11]=1)[NH:6][C:5](=O)[O:4][C:2]2=[O:3].ClC1C=C2C(O[C:22](=O)[NH:23]C2=CC=1)=O.Cl.COC(=O)CN, predict the reaction product. (2) Given the reactants [NH:1]1[CH:5]=[C:4]([C:6]2[C:7]([C:11]3[CH:16]=[CH:15][CH:14]=[CH:13][CH:12]=3)=[N:8][O:9][CH:10]=2)[N:3]=[CH:2]1.[CH3:17][C:18]([C:20]1[CH:25]=[CH:24][C:23](F)=[CH:22][CH:21]=1)=[O:19].C(=O)([O-])[O-].[K+].[K+].Cl, predict the reaction product. The product is: [C:11]1([C:7]2[C:6]([C:4]3[N:3]=[CH:2][N:1]([C:23]4[CH:24]=[CH:25][C:20]([C:18](=[O:19])[CH3:17])=[CH:21][CH:22]=4)[CH:5]=3)=[CH:10][O:9][N:8]=2)[CH:16]=[CH:15][CH:14]=[CH:13][CH:12]=1. (3) Given the reactants [CH2:1]([C:8]1([OH:33])[CH2:13][CH2:12][N:11]([CH2:14][CH2:15][NH:16][C:17]([NH:19][C:20]2[CH:25]=[CH:24][N:23]=[C:22]([N:26](CC=C)CC=C)[CH:21]=2)=[O:18])[CH2:10][CH2:9]1)[C:2]1[CH:7]=[CH:6][CH:5]=[CH:4][CH:3]=1.C1[C@H](C[C@H](N)C(O)=O)[C@H]2O[C@H]2C(=O)C1.N[C@H](C(O)=O)CC1C=CC(O)=CC=1, predict the reaction product. The product is: [NH2:26][C:22]1[CH:21]=[C:20]([NH:19][C:17]([NH:16][CH2:15][CH2:14][N:11]2[CH2:12][CH2:13][C:8]([CH2:1][C:2]3[CH:7]=[CH:6][CH:5]=[CH:4][CH:3]=3)([OH:33])[CH2:9][CH2:10]2)=[O:18])[CH:25]=[CH:24][N:23]=1. (4) Given the reactants O.[OH:2][N:3]1[C:7]2[CH:8]=[CH:9][CH:10]=[CH:11][C:6]=2[N:5]=[N:4]1, predict the reaction product. The product is: [CH:10]1[CH:9]=[CH:8][C:7]2[N:3]([OH:2])[N:4]=[N:5][C:6]=2[CH:11]=1.